Dataset: Forward reaction prediction with 1.9M reactions from USPTO patents (1976-2016). Task: Predict the product of the given reaction. (1) Given the reactants C[O:2][C:3]([C:5]1[C:13]2[N:12]=[C:11]([C:14](=[O:25])[NH:15][CH:16]3[CH2:21][CH2:20][N:19]([CH:22]4[CH2:24][CH2:23]4)[CH2:18][CH2:17]3)[NH:10][C:9]=2[CH:8]=[CH:7][CH:6]=1)=[O:4].Br[CH2:27][C:28]1[CH:32]=[C:31]([C:33]2[S:34][C:35]([Cl:38])=[CH:36][CH:37]=2)[O:30][N:29]=1.CC#N.O, predict the reaction product. The product is: [Cl:38][C:35]1[S:34][C:33]([C:31]2[O:30][N:29]=[C:28]([CH2:27][N:10]3[C:9]4[CH:8]=[CH:7][CH:6]=[C:5]([C:3]([OH:2])=[O:4])[C:13]=4[N:12]=[C:11]3[C:14](=[O:25])[NH:15][CH:16]3[CH2:17][CH2:18][N:19]([CH:22]4[CH2:23][CH2:24]4)[CH2:20][CH2:21]3)[CH:32]=2)=[CH:37][CH:36]=1.[Cl:38][C:35]1[S:34][C:33]([C:31]2[O:30][N:29]=[C:28]([CH2:27][N:12]3[C:13]4[C:5]([C:3]([OH:2])=[O:4])=[CH:6][CH:7]=[CH:8][C:9]=4[N:10]=[C:11]3[C:14](=[O:25])[NH:15][CH:16]3[CH2:17][CH2:18][N:19]([CH:22]4[CH2:23][CH2:24]4)[CH2:20][CH2:21]3)[CH:32]=2)=[CH:37][CH:36]=1. (2) Given the reactants C([NH:5][C:6]([NH:8][C@H:9]([C:12]1[CH:17]=[CH:16][CH:15]=[CH:14][CH:13]=1)[CH2:10]O)=[S:7])(C)(C)C.[ClH:18], predict the reaction product. The product is: [ClH:18].[C:12]1([C@@H:9]2[CH2:10][S:7][C:6]([NH2:5])=[N:8]2)[CH:17]=[CH:16][CH:15]=[CH:14][CH:13]=1. (3) Given the reactants C(OC(=O)N(C(C(=O)[NH:12][C:13]1[CH:18]=[C:17]([C:19]2[C:20]3[N:27]([CH3:28])[N:26]=[C:25]([CH3:29])[C:21]=3[N:22]=[CH:23][N:24]=2)[CH:16]=[C:15]([C:30]#[C:31][C:32]2[CH:33]=[C:34]3[C:39](=[CH:40][CH:41]=2)[C:38]([CH3:42])=[N:37][CH:36]=[CH:35]3)[N:14]=1)C)C)(C)(C)C.[H][H].[OH-].[K+], predict the reaction product. The product is: [CH3:28][N:27]1[C:20]2[C:19]([C:17]3[CH:16]=[C:15]([C:30]#[C:31][C:32]4[CH:33]=[C:34]5[C:39](=[CH:40][CH:41]=4)[C:38]([CH3:42])=[N:37][CH:36]=[CH:35]5)[N:14]=[C:13]([NH2:12])[CH:18]=3)=[N:24][CH:23]=[N:22][C:21]=2[C:25]([CH3:29])=[N:26]1. (4) Given the reactants [Si]([O:8][CH2:9][CH2:10][CH:11]1[CH2:16][CH2:15][N:14]([C:17]2[CH:18]=[CH:19][C:20]([NH:23][C:24]3[N:25]=[CH:26][C:27]4[C:32]5[CH:33]=[CH:34][N:35]=[C:36]([F:37])[C:31]=5[N:30]([CH:38]5[CH2:42][CH2:41][CH2:40][CH2:39]5)[C:28]=4[N:29]=3)=[N:21][CH:22]=2)[CH2:13][CH2:12]1)(C(C)(C)C)(C)C.[F-].C([N+](CCCC)(CCCC)CCCC)CCC, predict the reaction product. The product is: [CH:38]1([N:30]2[C:28]3[N:29]=[C:24]([NH:23][C:20]4[N:21]=[CH:22][C:17]([N:14]5[CH2:13][CH2:12][CH:11]([CH2:10][CH2:9][OH:8])[CH2:16][CH2:15]5)=[CH:18][CH:19]=4)[N:25]=[CH:26][C:27]=3[C:32]3[CH:33]=[CH:34][N:35]=[C:36]([F:37])[C:31]2=3)[CH2:42][CH2:41][CH2:40][CH2:39]1. (5) Given the reactants CS(C)=O.C(Cl)(=O)C(Cl)=O.[C:11]([Si:15]([CH3:22])([CH3:21])[O:16][CH2:17][CH2:18][CH2:19]O)([CH3:14])([CH3:13])[CH3:12].C(N(CC)CC)C.[CH2:30]([O:32][C:33]([CH:35]=P(C1C=CC=CC=1)(C1C=CC=CC=1)C1C=CC=CC=1)=[O:34])[CH3:31], predict the reaction product. The product is: [Si:15]([O:16][CH2:17][CH2:18][CH:19]=[CH:35][C:33]([O:32][CH2:30][CH3:31])=[O:34])([C:11]([CH3:14])([CH3:13])[CH3:12])([CH3:22])[CH3:21]. (6) Given the reactants Cl[C:2]1[N:7]=[C:6]([C:8]2[C:16]3[C:11](=[CH:12][CH:13]=[C:14]([C:17]4[O:21][C:20]([NH:22][CH:23]([CH3:25])[CH3:24])=[N:19][N:18]=4)[CH:15]=3)[N:10](S(C3C=CC(C)=CC=3)(=O)=O)[CH:9]=2)[CH:5]=[CH:4][N:3]=1.[CH:36]([NH2:39])([CH3:38])[CH3:37].[OH-].[Na+], predict the reaction product. The product is: [CH:23]([NH:22][C:20]1[O:21][C:17]([C:14]2[CH:15]=[C:16]3[C:11](=[CH:12][CH:13]=2)[NH:10][CH:9]=[C:8]3[C:6]2[CH:5]=[CH:4][N:3]=[C:2]([NH:39][CH:36]([CH3:38])[CH3:37])[N:7]=2)=[N:18][N:19]=1)([CH3:25])[CH3:24]. (7) Given the reactants Cl[S:2]([C:5]1[CH:6]=[C:7]([CH:11]=[CH:12][CH:13]=1)[C:8]([OH:10])=[O:9])(=[O:4])=[O:3].[CH2:14]([CH2:16][NH2:17])[OH:15], predict the reaction product. The product is: [OH:15][CH2:14][CH2:16][NH:17][S:2]([C:5]1[CH:6]=[C:7]([CH:11]=[CH:12][CH:13]=1)[C:8]([OH:10])=[O:9])(=[O:4])=[O:3]. (8) Given the reactants [Br:1][C:2]1[CH:7]=[CH:6][C:5]([OH:8])=[CH:4][C:3]=1[CH3:9].[H-].[Na+].[CH3:12][N:13]([CH3:17])[C:14](Cl)=[S:15].O, predict the reaction product. The product is: [CH3:12][N:13]([CH3:17])[C:14](=[S:15])[O:8][C:5]1[CH:6]=[CH:7][C:2]([Br:1])=[C:3]([CH3:9])[CH:4]=1.